From a dataset of Forward reaction prediction with 1.9M reactions from USPTO patents (1976-2016). Predict the product of the given reaction. (1) Given the reactants [CH2:1]([S:3](Cl)(=[O:5])=[O:4])[CH3:2].Cl.[Cl:8][C:9]1[CH:10]=[CH:11][C:12]2[N:21]([C:22]([C:24]3[CH:41]=[CH:40][C:27]([CH2:28][NH:29][C:30](=[O:39])[CH2:31][CH2:32][CH:33]4[CH2:38][CH2:37][NH:36][CH2:35][CH2:34]4)=[CH:26][C:25]=3[CH3:42])=[O:23])[CH2:20][C:19]3[CH:18]=[N:17][N:16]([CH3:43])[C:15]=3[NH:14][C:13]=2[CH:44]=1, predict the reaction product. The product is: [Cl:8][C:9]1[CH:10]=[CH:11][C:12]2[N:21]([C:22]([C:24]3[CH:41]=[CH:40][C:27]([CH2:28][NH:29][C:30](=[O:39])[CH2:31][CH2:32][CH:33]4[CH2:38][CH2:37][N:36]([S:3]([CH2:1][CH3:2])(=[O:5])=[O:4])[CH2:35][CH2:34]4)=[CH:26][C:25]=3[CH3:42])=[O:23])[CH2:20][C:19]3[CH:18]=[N:17][N:16]([CH3:43])[C:15]=3[NH:14][C:13]=2[CH:44]=1. (2) Given the reactants [C:1]([C:3]1[N:7]2[N:8]=[CH:9][CH:10]=[CH:11][C:6]2=[N:5][CH:4]=1)#[CH:2].I[C:13]1[CH:14]=[C:15]([NH:20][C:21](=[O:40])[C:22]2[CH:27]=[CH:26][C:25]([CH2:28][N:29]3[CH2:34][CH2:33][N:32]([CH3:35])[CH2:31][CH2:30]3)=[C:24]([C:36]([F:39])([F:38])[F:37])[CH:23]=2)[CH:16]=[CH:17][C:18]=1[CH3:19], predict the reaction product. The product is: [N:5]1[CH:4]=[C:3]([C:1]#[C:2][C:13]2[CH:14]=[C:15]([NH:20][C:21](=[O:40])[C:22]3[CH:27]=[CH:26][C:25]([CH2:28][N:29]4[CH2:30][CH2:31][N:32]([CH3:35])[CH2:33][CH2:34]4)=[C:24]([C:36]([F:37])([F:38])[F:39])[CH:23]=3)[CH:16]=[CH:17][C:18]=2[CH3:19])[N:7]2[C:6]=1[CH:11]=[CH:10][CH:9]=[N:8]2. (3) Given the reactants [C:1]1([C:21]2[CH:26]=[CH:25][CH:24]=[CH:23][CH:22]=2)[CH:6]=[CH:5][CH:4]=[CH:3][C:2]=1[C:7](=[N:14]S(C(C)(C)C)=O)[CH2:8][CH2:9][CH2:10][CH2:11][O:12][CH3:13].[CH2:27]([Mg]Br)[CH:28]=[CH2:29].[C:32](Cl)(=[O:34])[CH3:33].C(N(CC)CC)C, predict the reaction product. The product is: [C:1]1([C:21]2[CH:22]=[CH:23][CH:24]=[CH:25][CH:26]=2)[CH:6]=[CH:5][CH:4]=[CH:3][C:2]=1[C:7]([NH:14][C:32](=[O:34])[CH3:33])([CH2:8][CH2:9][CH2:10][CH2:11][O:12][CH3:13])[CH2:27][CH:28]=[CH2:29]. (4) The product is: [CH3:1][C:2]1[C:7]([CH2:8][O:9][C:10]2[CH:23]=[CH:22][C:13]3[C@H:14]([CH2:17][C:18]([OH:20])=[O:19])[CH2:15][O:16][C:12]=3[CH:11]=2)=[CH:6][CH:5]=[CH:4][C:3]=1[C:24]1[C:25]([CH3:37])=[CH:26][C:27]([O:31][C@H:32]2[CH2:36][CH2:35][O:34][CH2:33]2)=[CH:28][C:29]=1[CH3:30]. Given the reactants [CH3:1][C:2]1[C:7]([CH2:8][O:9][C:10]2[CH:23]=[CH:22][C:13]3[C@H:14]([CH2:17][C:18]([O:20]C)=[O:19])[CH2:15][O:16][C:12]=3[CH:11]=2)=[CH:6][CH:5]=[CH:4][C:3]=1[C:24]1[C:29]([CH3:30])=[CH:28][C:27]([O:31][C@H:32]2[CH2:36][CH2:35][O:34][CH2:33]2)=[CH:26][C:25]=1[CH3:37].[OH-].[Li+], predict the reaction product. (5) Given the reactants [CH2:1]([O:8][C:9]1[CH:14]=[CH:13][C:12]([C:15](=[O:17])[CH3:16])=[CH:11][CH:10]=1)[C:2]1[CH:7]=[CH:6][CH:5]=[CH:4][CH:3]=1.[Br:18]Br, predict the reaction product. The product is: [Br:18][CH2:16][C:15]([C:12]1[CH:11]=[CH:10][C:9]([O:8][CH2:1][C:2]2[CH:3]=[CH:4][CH:5]=[CH:6][CH:7]=2)=[CH:14][CH:13]=1)=[O:17].